From a dataset of Full USPTO retrosynthesis dataset with 1.9M reactions from patents (1976-2016). Predict the reactants needed to synthesize the given product. (1) Given the product [C:1]([O:5][C:6]([N:8]1[CH2:9][C:10]([CH3:41])([NH:12][C:13]2[CH:14]=[C:15]3[C:24](=[CH:25][C:26]=2[C:27]([F:29])([F:28])[F:30])[O:23][CH2:22][C:21]2[N:16]3[CH:17]([CH3:40])[C:18](=[O:39])[NH:19][N:20]=2)[CH2:11]1)=[O:7])([CH3:4])([CH3:2])[CH3:3], predict the reactants needed to synthesize it. The reactants are: [C:1]([O:5][C:6]([N:8]1[CH2:11][C:10]([CH3:41])([NH:12][C:13]2[CH:14]=[C:15]3[C:24](=[CH:25][C:26]=2[C:27]([F:30])([F:29])[F:28])[O:23][CH2:22][C:21]2[N:16]3[CH:17]([CH3:40])[C:18](=[O:39])[N:19](COCC[Si](C)(C)C)[N:20]=2)[CH2:9]1)=[O:7])([CH3:4])([CH3:3])[CH3:2].CCCC[N+](CCCC)(CCCC)CCCC.[F-]. (2) Given the product [NH2:4][C:5]1[C:13]([Cl:14])=[CH:12][CH:11]=[CH:10][C:6]=1[C:7]([O:9][CH2:1][CH3:2])=[O:8], predict the reactants needed to synthesize it. The reactants are: [CH2:1](O)[CH3:2].[NH2:4][C:5]1[C:13]([Cl:14])=[CH:12][CH:11]=[CH:10][C:6]=1[C:7]([OH:9])=[O:8].S(=O)(=O)(O)O. (3) Given the product [CH:3]([O:25][CH:20]([CH3:19])[CH3:15])([CH3:4])[CH3:8].[NH2:1][C:2]1[CH:11]=[C:10]([Cl:12])[C:9]([C:18]2[CH:19]=[CH:20][C:15]([Br:14])=[CH:16][CH:17]=2)=[CH:8][C:3]=1[C:4]([O:6][CH3:7])=[O:5], predict the reactants needed to synthesize it. The reactants are: [NH2:1][C:2]1[CH:11]=[C:10]([Cl:12])[C:9](I)=[CH:8][C:3]=1[C:4]([O:6][CH3:7])=[O:5].[Br:14][C:15]1[CH:20]=[CH:19][C:18](B(O)O)=[CH:17][CH:16]=1.C(=O)([O-])[O-:25].[Na+].[Na+]. (4) Given the product [C:6]([O:11][CH2:2][CH2:3][CH2:4][Br:5])(=[O:10])[C:7]([CH3:9])=[CH2:8], predict the reactants needed to synthesize it. The reactants are: Cl[CH2:2][CH2:3][CH2:4][Br:5].[C:6]([OH:11])(=[O:10])[C:7]([CH3:9])=[CH2:8].O(C)[Na].C(OCCCCl)(=O)C(C)=C. (5) Given the product [CH3:31][C:2]([CH3:1])([CH3:32])[CH2:3][C:4]1[N:5]=[C:6]([CH2:11][C:12]([C:18]2[CH:23]=[CH:22][C:21]([C:24]3[CH:29]=[CH:28][C:27]([F:30])=[CH:26][N:25]=3)=[CH:20][CH:19]=2)([OH:17])[C:13]([F:16])([F:15])[F:14])[NH:7][C:8]=1[CH2:9][CH3:10], predict the reactants needed to synthesize it. The reactants are: [CH3:1][C:2]([CH3:32])([CH3:31])[CH2:3][C:4]1[N:5]=[C:6]([CH2:11][C:12]([C:18]2[CH:23]=[CH:22][C:21]([C:24]3[CH:29]=[CH:28][C:27]([F:30])=[CH:26][N:25]=3)=[CH:20][CH:19]=2)([OH:17])[C:13]([F:16])([F:15])[F:14])[NH:7][C:8]=1[CH:9]=[CH2:10]. (6) Given the product [CH3:40][O:32][CH:31]([C:33]1[CH:38]=[CH:37][CH:36]=[CH:35][CH:34]=1)[CH2:30][N:12]([CH3:11])[CH2:13][C:14]1[CH:15]=[CH:16][C:17]([C:20]2[CH:25]=[CH:24][CH:23]=[CH:22][C:21]=2[C:26]([F:28])([F:29])[F:27])=[CH:18][CH:19]=1, predict the reactants needed to synthesize it. The reactants are: C[Si]([N-][Si](C)(C)C)(C)C.[K+].[CH3:11][N:12]([CH2:30][CH:31]([C:33]1[CH:38]=[CH:37][CH:36]=[CH:35][CH:34]=1)[OH:32])[CH2:13][C:14]1[CH:19]=[CH:18][C:17]([C:20]2[CH:25]=[CH:24][CH:23]=[CH:22][C:21]=2[C:26]([F:29])([F:28])[F:27])=[CH:16][CH:15]=1.I[CH3:40]. (7) Given the product [C:13]1([N:12]([C:19]2[CH:24]=[CH:23][CH:22]=[CH:21][CH:20]=2)[C:11]2[CH:25]=[CH:26][C:8](/[CH:7]=[CH:6]/[C:5]3[CH:27]=[CH:28][C:2]([P:35](=[O:52])([C:42]4[CH:47]=[CH:46][CH:45]=[CH:44][CH:43]=4)[C:36]4[CH:41]=[CH:40][CH:39]=[CH:38][CH:37]=4)=[CH:3][CH:4]=3)=[CH:9][CH:10]=2)[CH:18]=[CH:17][CH:16]=[CH:15][CH:14]=1, predict the reactants needed to synthesize it. The reactants are: Br[C:2]1[CH:28]=[CH:27][C:5](/[CH:6]=[CH:7]/[C:8]2[CH:26]=[CH:25][C:11]([N:12]([C:19]3[CH:24]=[CH:23][CH:22]=[CH:21][CH:20]=3)[C:13]3[CH:18]=[CH:17][CH:16]=[CH:15][CH:14]=3)=[CH:10][CH:9]=2)=[CH:4][CH:3]=1.[Li]CCCC.Cl[P:35]([C:42]1[CH:47]=[CH:46][CH:45]=[CH:44][CH:43]=1)[C:36]1[CH:41]=[CH:40][CH:39]=[CH:38][CH:37]=1.Cl.C1C[O:52]CC1. (8) Given the product [C:44]1([CH:39]([N:1]2[CH2:6][CH2:5][CH:4]([C:7]3[CH:12]=[CH:11][C:10]([NH:13][C:14]([C:16]4[CH:21]=[CH:20][CH:19]=[CH:18][C:17]=4[C:22]4[CH:23]=[CH:24][C:25]([C:28]([F:29])([F:30])[F:31])=[CH:26][CH:27]=4)=[O:15])=[CH:9][CH:8]=3)[CH2:3][CH2:2]2)[C:40]([O:42][CH3:43])=[O:41])[CH:49]=[CH:48][CH:47]=[CH:46][CH:45]=1, predict the reactants needed to synthesize it. The reactants are: [NH:1]1[CH2:6][CH2:5][CH:4]([C:7]2[CH:12]=[CH:11][C:10]([NH:13][C:14]([C:16]3[C:17]([C:22]4[CH:27]=[CH:26][C:25]([C:28]([F:31])([F:30])[F:29])=[CH:24][CH:23]=4)=[CH:18][CH:19]=[CH:20][CH:21]=3)=[O:15])=[CH:9][CH:8]=2)[CH2:3][CH2:2]1.C([O-])([O-])=O.[Na+].[Na+].Br[CH:39]([C:44]1[CH:49]=[CH:48][CH:47]=[CH:46][CH:45]=1)[C:40]([O:42][CH3:43])=[O:41].